From a dataset of Reaction yield outcomes from USPTO patents with 853,638 reactions. Predict the reaction yield, written as a fraction of the theoretical maximum amount of product (1.0 means a 100% yield; for example, 0.34 means a 34% yield). (1) The reactants are Cl[C:2]1[CH:11]=[N:10][C:9]2[C:4](=[CH:5][C:6]([CH3:12])=[CH:7][CH:8]=2)[N:3]=1.[CH3:13][O:14][C:15]1[CH:20]=[C:19]([O:21][CH3:22])[CH:18]=[CH:17][C:16]=1[CH2:23][NH2:24].CCOC(C)=O. The catalyst is CS(C)=O. The product is [CH3:13][O:14][C:15]1[CH:20]=[C:19]([O:21][CH3:22])[CH:18]=[CH:17][C:16]=1[CH2:23][NH:24][C:2]1[CH:11]=[N:10][C:9]2[C:4](=[CH:5][C:6]([CH3:12])=[CH:7][CH:8]=2)[N:3]=1. The yield is 0.970. (2) The reactants are [CH3:1][N:2]1[C:10]2[C:5](=[CH:6][C:7]([C:11]3[N:16]4[N:17]=[C:18]([NH2:20])[N:19]=[C:15]4[CH:14]=[N:13][CH:12]=3)=[CH:8][CH:9]=2)[CH:4]=[N:3]1.Br[C:22]1[CH:23]=[C:24]2[C:28](=[CH:29][CH:30]=1)[NH:27][C:26](=[O:31])[CH2:25]2.CC(C1C=C(C(C)C)C(C2C(P(C3CCCCC3)C3CCCCC3)=C(OC)C=CC=2OC)=C(C(C)C)C=1)C. The catalyst is C(O)(C)(C)C. The product is [CH3:1][N:2]1[C:10]2[C:5](=[CH:6][C:7]([C:11]3[N:16]4[N:17]=[C:18]([NH:20][C:22]5[CH:23]=[C:24]6[C:28](=[CH:29][CH:30]=5)[NH:27][C:26](=[O:31])[CH2:25]6)[N:19]=[C:15]4[CH:14]=[N:13][CH:12]=3)=[CH:8][CH:9]=2)[CH:4]=[N:3]1. The yield is 0.0300. (3) The reactants are [I:1][C:2]1[N:3]=[CH:4][NH:5][CH:6]=1.[H-].[Na+].Br[CH2:10][C:11]([O:13][CH2:14][CH3:15])=[O:12]. The catalyst is C1COCC1. The product is [I:1][C:2]1[N:3]=[CH:4][N:5]([CH2:10][C:11]([O:13][CH2:14][CH3:15])=[O:12])[CH:6]=1. The yield is 0.670.